The task is: Predict the reaction yield, written as a fraction of the theoretical maximum amount of product (1.0 means a 100% yield; for example, 0.34 means a 34% yield).. This data is from Reaction yield outcomes from USPTO patents with 853,638 reactions. (1) The reactants are [H-].[Na+].[CH3:3][C:4]1([CH3:18])[CH2:17][O:16][C:7]2([CH2:14][CH:13]3[CH:9]([CH2:10][C:11](=O)[CH2:12]3)[CH2:8]2)[O:6][CH2:5]1. The catalyst is C1COCC1. The product is [CH2:5]([O:6][C:7](=[O:16])[CH:8]=[C:11]1[CH2:12][CH:13]2[CH:9]([CH2:8][C:7]3([O:16][CH2:17][C:4]([CH3:18])([CH3:3])[CH2:5][O:6]3)[CH2:14]2)[CH2:10]1)[CH3:4]. The yield is 0.701. (2) The yield is 0.340. The product is [CH:17]([C:16]1[N:2]([C:4]2[CH:11]=[CH:10][C:7]([C:8]#[N:9])=[CH:6][CH:5]=2)[N:3]=[CH:14][CH:15]=1)=[O:18]. The catalyst is C(O)C. The reactants are Cl.[NH:2]([C:4]1[CH:11]=[CH:10][C:7]([C:8]#[N:9])=[CH:6][CH:5]=1)[NH2:3].CN(C)/[CH:14]=[CH:15]/[C:16](=O)[CH:17](OC)[O:18]C.CC(=O)C.Cl. (3) The reactants are [F:1][C:2]1[CH:3]=[CH:4][C:5]([C:8]2[C:12]([CH2:13][CH2:14][C:15]3[S:16][C:17]([C:20]([OH:22])=O)=[CH:18][N:19]=3)=[C:11]([CH3:23])[O:10][N:9]=2)=[N:6][CH:7]=1.[CH3:24][NH2:25]. No catalyst specified. The product is [CH3:24][NH:25][C:20]([C:17]1[S:16][C:15]([CH2:14][CH2:13][C:12]2[C:8]([C:5]3[CH:4]=[CH:3][C:2]([F:1])=[CH:7][N:6]=3)=[N:9][O:10][C:11]=2[CH3:23])=[N:19][CH:18]=1)=[O:22]. The yield is 0.480. (4) The reactants are [Cl:1][C:2]1[C:6]([NH2:7])=[CH:5][N:4]([C:8]2[CH:9]=[N:10][CH:11]=[CH:12][CH:13]=2)[N:3]=1.CO.[CH:16](=O)[CH3:17].[BH4-].[Na+]. The catalyst is C(OCC)(=O)C. The product is [Cl:1][C:2]1[C:6]([NH:7][CH2:16][CH3:17])=[CH:5][N:4]([C:8]2[CH:9]=[N:10][CH:11]=[CH:12][CH:13]=2)[N:3]=1. The yield is 0.580.